This data is from Retrosynthesis with 50K atom-mapped reactions and 10 reaction types from USPTO. The task is: Predict the reactants needed to synthesize the given product. Given the product COc1ccc(C(=O)CCCC2CCCCC2)c(OC)c1, predict the reactants needed to synthesize it. The reactants are: COc1cccc(OC)c1.O=C(Cl)CCCC1CCCCC1.